Dataset: Catalyst prediction with 721,799 reactions and 888 catalyst types from USPTO. Task: Predict which catalyst facilitates the given reaction. (1) Reactant: [CH:1]1[C:6]([OH:7])=[CH:5][CH:4]=[CH:3][C:2]=1[CH3:8].[CH3:9][C:10]1[O:14][C:13]([C:15]2[CH:20]=[CH:19][CH:18]=[CH:17][CH:16]=2)=[N:12][C:11]=1[CH2:21][CH2:22]O.C1(P(C2C=CC=CC=2)C2C=CC=CC=2)C=CC=CC=1.N(C(OCC)=O)=NC(OCC)=O. Product: [CH3:9][C:10]1[O:14][C:13]([C:15]2[CH:16]=[CH:17][CH:18]=[CH:19][CH:20]=2)=[N:12][C:11]=1[CH2:21][CH2:22][O:7][C:6]1[CH:1]=[C:2]([CH3:8])[CH:3]=[CH:4][CH:5]=1. The catalyst class is: 1. (2) Reactant: [CH2:1]([C:4]1[S:34][C:7]2[N:8]=[C:9]([N:25]3[CH2:30][CH2:29][CH2:28][CH:27]([C:31]([OH:33])=[O:32])[CH2:26]3)[N:10]=[C:11]([N:12]3[CH2:17][CH2:16][N:15]4[C:18]([C:21]([F:24])([F:23])[F:22])=[N:19][N:20]=[C:14]4[CH2:13]3)[C:6]=2[CH:5]=1)[CH2:2][CH3:3].C(=O)([O-])[O-].[K+].[K+].I[CH:42]([CH3:44])[CH3:43]. Product: [CH:42]([O:32][C:31]([CH:27]1[CH2:28][CH2:29][CH2:30][N:25]([C:9]2[N:10]=[C:11]([N:12]3[CH2:17][CH2:16][N:15]4[C:18]([C:21]([F:23])([F:22])[F:24])=[N:19][N:20]=[C:14]4[CH2:13]3)[C:6]3[CH:5]=[C:4]([CH2:1][CH2:2][CH3:3])[S:34][C:7]=3[N:8]=2)[CH2:26]1)=[O:33])([CH3:44])[CH3:43]. The catalyst class is: 9. (3) Reactant: C(OC([N:8]1[CH2:13][CH2:12][N:11]([S:14]([C:17]2[CH:22]=[CH:21][C:20]([NH:23][C:24](=[O:29])[C:25]([F:28])([F:27])[F:26])=[CH:19][CH:18]=2)(=[O:16])=[O:15])[CH2:10][CH2:9]1)=O)(C)(C)C.[ClH:30]. Product: [ClH:30].[F:27][C:25]([F:26])([F:28])[C:24]([NH:23][C:20]1[CH:19]=[CH:18][C:17]([S:14]([N:11]2[CH2:10][CH2:9][NH:8][CH2:13][CH2:12]2)(=[O:16])=[O:15])=[CH:22][CH:21]=1)=[O:29]. The catalyst class is: 135. (4) Reactant: [C:1]1([NH:7][C:8]([C:10]2([C:13]([OH:15])=O)[CH2:12][CH2:11]2)=[O:9])[CH:6]=[CH:5][CH:4]=[CH:3][CH:2]=1.C[N:17](C(ON1N=NC2C=CC=NC1=2)=[N+](C)C)C.F[P-](F)(F)(F)(F)F.[CH2:40]([O:47][C:48]1[CH:57]=[C:56]2[C:51]([C:52]([O:58][C:59]3[CH:64]=[CH:63][C:62](N)=[CH:61][C:60]=3[F:66])=[CH:53][CH:54]=[N:55]2)=[CH:50][CH:49]=1)[C:41]1[CH:46]=[CH:45][CH:44]=[CH:43][CH:42]=1.CCN(CC)CC. Product: [CH2:40]([O:47][C:48]1[CH:57]=[C:56]2[C:51]([C:52]([O:58][C:59]3[CH:64]=[CH:63][C:62]([N:7]([C:1]4[CH:2]=[CH:3][CH:4]=[CH:5][CH:6]=4)[C:8]([C:10]4([C:13]([NH2:17])=[O:15])[CH2:11][CH2:12]4)=[O:9])=[CH:61][C:60]=3[F:66])=[CH:53][CH:54]=[N:55]2)=[CH:50][CH:49]=1)[C:41]1[CH:42]=[CH:43][CH:44]=[CH:45][CH:46]=1. The catalyst class is: 2. (5) Reactant: [CH3:1][O:2][C:3]1[CH:4]=[C:5]2[C:10](=[CH:11][CH:12]=1)[C:9](=[O:13])[C:8]([CH3:15])([CH3:14])[CH2:7][CH2:6]2.[BH4-].[Na+].O. Product: [CH3:1][O:2][C:3]1[CH:4]=[C:5]2[C:10](=[CH:11][CH:12]=1)[CH:9]([OH:13])[C:8]([CH3:15])([CH3:14])[CH2:7][CH2:6]2. The catalyst class is: 5. (6) Reactant: [NH2:1][C:2]1[CH:7]=[CH:6][C:5]([F:8])=[CH:4][C:3]=1[N:9]1[CH:13]=[C:12]([CH3:14])[N:11]=[C:10]1[CH2:15][CH2:16][CH3:17].[N:18]([O-])=O.[Na+]. Product: [F:8][C:5]1[CH:6]=[CH:7][C:2]2[N:1]=[N:18][C:13]3=[C:12]([CH3:14])[N:11]=[C:10]([CH2:15][CH2:16][CH3:17])[N:9]3[C:3]=2[CH:4]=1. The catalyst class is: 561. (7) Reactant: Cl[C:2]1[C:28]([CH3:29])=[CH:27][C:5]2[N:6]=[C:7]3[C:12]([N:13]([CH2:14][CH2:15][CH2:16][CH2:17][CH2:18][CH2:19][C:20]([O:22][CH2:23][CH3:24])=[O:21])[C:4]=2[CH:3]=1)=[N:11][C:10](=[O:25])[NH:9][C:8]3=[O:26].[CH:30]1([NH2:33])[CH2:32][CH2:31]1. The catalyst class is: 3. Product: [CH:30]1([NH:33][C:2]2[C:28]([CH3:29])=[CH:27][C:5]3[N:6]=[C:7]4[C:12]([N:13]([CH2:14][CH2:15][CH2:16][CH2:17][CH2:18][CH2:19][C:20]([O:22][CH2:23][CH3:24])=[O:21])[C:4]=3[CH:3]=2)=[N:11][C:10](=[O:25])[NH:9][C:8]4=[O:26])[CH2:32][CH2:31]1.